From a dataset of Forward reaction prediction with 1.9M reactions from USPTO patents (1976-2016). Predict the product of the given reaction. (1) Given the reactants CO[C:3]([C:5]1[C:9]([N:10]([C:18]([O:20][CH:21]([CH3:23])[CH3:22])=[O:19])[CH2:11][CH2:12][CH2:13][C:14]([O:16][CH3:17])=[O:15])=[CH:8][S:7][CH:6]=1)=[O:4].CC(C)([O-])C.[K+].Cl, predict the reaction product. The product is: [CH3:17][O:16][C:14]([CH:13]1[CH2:12][CH2:11][N:10]([C:18]([O:20][CH:21]([CH3:22])[CH3:23])=[O:19])[C:9]2=[CH:8][S:7][CH:6]=[C:5]2[C:3]1=[O:4])=[O:15]. (2) Given the reactants [F:1][C:2]1[CH:3]=[N:4][CH:5]=[C:6]([F:25])[C:7]=1[C:8]1[C:9]([C:18]2[CH:23]=[CH:22][CH:21]=[CH:20][C:19]=2[F:24])=[N:10][C:11]([NH2:17])=[C:12]([N+:14]([O-])=O)[CH:13]=1.Cl.O.O.[Sn](Cl)Cl.[OH-].[Na+], predict the reaction product. The product is: [F:25][C:6]1[CH:5]=[N:4][CH:3]=[C:2]([F:1])[C:7]=1[C:8]1[C:9]([C:18]2[CH:23]=[CH:22][CH:21]=[CH:20][C:19]=2[F:24])=[N:10][C:11]([NH2:17])=[C:12]([NH2:14])[CH:13]=1. (3) Given the reactants [NH2:1][C:2]1[CH:7]=[CH:6][CH:5]=[CH:4][C:3]=1[C:8](=[S:10])[NH2:9].Cl[CH:12]([C:17]([CH3:19])=O)[C:13]([NH:15][CH3:16])=[O:14], predict the reaction product. The product is: [NH2:1][C:2]1[CH:7]=[CH:6][CH:5]=[CH:4][C:3]=1[C:8]1[S:10][C:12]([C:13]([NH:15][CH3:16])=[O:14])=[C:17]([CH3:19])[N:9]=1. (4) The product is: [CH3:29][S:26]([C:23]1[CH:24]=[CH:25][C:20]([CH2:19][N:5]2[C:6]3[C:11](=[CH:10][CH:9]=[CH:8][CH:7]=3)[C:3]([CH3:2])=[C:4]2[C:12]2[CH:13]=[N:14][CH:15]=[CH:16][CH:17]=2)=[CH:21][CH:22]=1)(=[O:27])=[O:28]. Given the reactants Cl.[CH3:2][C:3]1[C:11]2[C:6](=[CH:7][CH:8]=[CH:9][CH:10]=2)[NH:5][C:4]=1[C:12]1[CH:13]=[N:14][CH:15]=[CH:16][CH:17]=1.Br[CH2:19][C:20]1[CH:25]=[CH:24][C:23]([S:26]([CH3:29])(=[O:28])=[O:27])=[CH:22][CH:21]=1, predict the reaction product. (5) Given the reactants C[O:2][C:3](=[O:15])[CH2:4][C:5]1[C:9]2[CH:10]=[CH:11][C:12]([OH:14])=[CH:13][C:8]=2[O:7][CH:6]=1.[F:16][C:17]([F:35])([F:34])[C:18]1[CH:33]=[CH:32][C:21]([CH2:22][O:23][C:24]2[CH:29]=[CH:28][CH:27]=[C:26]([CH2:30]Cl)[CH:25]=2)=[CH:20][CH:19]=1, predict the reaction product. The product is: [F:16][C:17]([F:34])([F:35])[C:18]1[CH:33]=[CH:32][C:21]([CH2:22][O:23][C:24]2[CH:25]=[C:26]([CH:27]=[CH:28][CH:29]=2)[CH2:30][O:14][C:12]2[CH:11]=[CH:10][C:9]3[C:5]([CH2:4][C:3]([OH:2])=[O:15])=[CH:6][O:7][C:8]=3[CH:13]=2)=[CH:20][CH:19]=1. (6) Given the reactants [N:1]1([CH2:6][CH2:7][CH2:8][CH2:9][C:10]2[CH:25]=[CH:24][C:13]([O:14][CH2:15][C:16]3[O:17][CH:18]=[C:19]([C:21]([OH:23])=O)[N:20]=3)=[CH:12][CH:11]=2)[CH:5]=[CH:4][N:3]=[N:2]1.[Br:26][C:27]1[CH:32]=[CH:31][C:30]([NH2:33])=[C:29]([F:34])[CH:28]=1, predict the reaction product. The product is: [Br:26][C:27]1[CH:32]=[CH:31][C:30]([NH:33][C:21]([C:19]2[N:20]=[C:16]([CH2:15][O:14][C:13]3[CH:12]=[CH:11][C:10]([CH2:9][CH2:8][CH2:7][CH2:6][N:1]4[CH:5]=[CH:4][N:3]=[N:2]4)=[CH:25][CH:24]=3)[O:17][CH:18]=2)=[O:23])=[C:29]([F:34])[CH:28]=1. (7) Given the reactants [F:1][C:2]1[CH:3]=[C:4]([C:8]2[C@:9]3([CH2:25][CH2:24][C@H:23]4[C@@H:14]([CH2:15][CH2:16][C:17]5[CH:18]=[C:19]([C:26](O)=[O:27])[CH:20]=[CH:21][C:22]=54)[C@@H:11]3[CH2:12][CH:13]=2)[CH3:10])[CH:5]=[N:6][CH:7]=1.[NH2:29][CH2:30][CH:31]([C:33]([F:36])([F:35])[F:34])[OH:32], predict the reaction product. The product is: [F:1][C:2]1[CH:3]=[C:4]([C:8]2[C@:9]3([CH2:25][CH2:24][C@H:23]4[C@@H:14]([CH2:15][CH2:16][C:17]5[CH:18]=[C:19]([C:26]([NH:29][CH2:30][CH:31]([OH:32])[C:33]([F:36])([F:35])[F:34])=[O:27])[CH:20]=[CH:21][C:22]=54)[C@@H:11]3[CH2:12][CH:13]=2)[CH3:10])[CH:5]=[N:6][CH:7]=1. (8) Given the reactants [OH:1][C:2]([C:5]1[S:13][C:12]2[C:11]([N:14]3[CH2:19][CH2:18][O:17][CH2:16][CH2:15]3)=[N:10][C:9]([C:20]3[CH:21]=[C:22]([CH:26]=[O:27])[CH:23]=[N:24][CH:25]=3)=[N:8][C:7]=2[CH:6]=1)([CH3:4])[CH3:3].[BH-](OC(C)=O)(OC(C)=O)OC(C)=O.[Na+], predict the reaction product. The product is: [OH:27][CH2:26][C:22]1[CH:21]=[C:20]([C:9]2[N:10]=[C:11]([N:14]3[CH2:19][CH2:18][O:17][CH2:16][CH2:15]3)[C:12]3[S:13][C:5]([C:2]([OH:1])([CH3:4])[CH3:3])=[CH:6][C:7]=3[N:8]=2)[CH:25]=[N:24][CH:23]=1. (9) Given the reactants C([O:4][C:5]1[CH:6]=[C:7]2[C:12](=[CH:13][CH:14]=1)[CH:11]=[C:10]([C:15]([NH:17][C:18]1[CH:19]=[C:20]([N:24]3[C:29](=[O:30])[C:28]([CH2:31][C:32]4[CH:33]=[N:34][CH:35]=[CH:36][CH:37]=4)=[N:27][C:26]4[CH:38]=[CH:39][CH:40]=[N:41][C:25]3=4)[CH:21]=[CH:22][CH:23]=1)=[O:16])[CH:9]=[CH:8]2)(=O)C, predict the reaction product. The product is: [OH:4][C:5]1[CH:6]=[C:7]2[C:12](=[CH:13][CH:14]=1)[CH:11]=[C:10]([C:15]([NH:17][C:18]1[CH:19]=[C:20]([N:24]3[C:29](=[O:30])[C:28]([CH2:31][C:32]4[CH:33]=[N:34][CH:35]=[CH:36][CH:37]=4)=[N:27][C:26]4[CH:38]=[CH:39][CH:40]=[N:41][C:25]3=4)[CH:21]=[CH:22][CH:23]=1)=[O:16])[CH:9]=[CH:8]2. (10) Given the reactants [CH2:1]([N:8]([CH2:29][CH3:30])[C:9](=[O:28])[CH2:10][O:11][C:12]1[CH:17]=[CH:16][C:15]([CH2:18][C@H:19]([O:25][CH2:26][CH3:27])[C:20]([O:22]CC)=[O:21])=[CH:14][CH:13]=1)[C:2]1[CH:7]=[CH:6][CH:5]=[CH:4][CH:3]=1.[Li+].[OH-].Cl, predict the reaction product. The product is: [CH2:1]([N:8]([CH2:29][CH3:30])[C:9](=[O:28])[CH2:10][O:11][C:12]1[CH:17]=[CH:16][C:15]([CH2:18][C@H:19]([O:25][CH2:26][CH3:27])[C:20]([OH:22])=[O:21])=[CH:14][CH:13]=1)[C:2]1[CH:7]=[CH:6][CH:5]=[CH:4][CH:3]=1.